This data is from Forward reaction prediction with 1.9M reactions from USPTO patents (1976-2016). The task is: Predict the product of the given reaction. (1) Given the reactants [F:1][C:2]([F:7])([F:6])[C:3]([O-:5])=[O:4].[C:8]([CH2:11][N+:12]12[CH2:19][CH2:18][CH:15]([CH2:16][CH2:17]1)[C@@H:14]([O:20][C:21](=[O:36])[C:22]([OH:35])([C:29]1[CH:34]=[CH:33][CH:32]=[CH:31][CH:30]=1)[C:23]1[CH:28]=[CH:27][CH:26]=[CH:25][CH:24]=1)[CH2:13]2)([OH:10])=O.CCN(C(C)C)C(C)C.CN(C(ON1N=NC2C=CC=NC1=2)=[N+](C)C)C.F[P-](F)(F)(F)(F)F.Cl.[CH2:71]([C:73]1[CH:74]=[C:75]2[C:79](=[CH:80][C:81]=1[CH2:82][CH3:83])[CH2:78][CH:77]([NH2:84])[CH2:76]2)[CH3:72], predict the reaction product. The product is: [F:1][C:2]([F:7])([F:6])[C:3]([OH:5])=[O:4].[F:1][C:2]([F:7])([F:6])[C:3]([O-:5])=[O:4].[CH2:82]([C:81]1[CH:80]=[C:79]2[C:75](=[CH:74][C:73]=1[CH2:71][CH3:72])[CH2:76][CH:77]([NH:84][C:8]([CH2:11][N+:12]13[CH2:17][CH2:16][CH:15]([CH2:18][CH2:19]1)[CH:14]([O:20][C:21](=[O:36])[C:22]([OH:35])([C:29]1[CH:34]=[CH:33][CH:32]=[CH:31][CH:30]=1)[C:23]1[CH:24]=[CH:25][CH:26]=[CH:27][CH:28]=1)[CH2:13]3)=[O:10])[CH2:78]2)[CH3:83]. (2) The product is: [C:14]1([CH3:13])[CH:19]=[CH:18][CH:17]=[CH:16][C:15]=1[O:64][CH2:65][CH2:66][CH2:67][C:68]([N:70]1[C:79]2[C:74](=[C:75]([C:80]3[CH:81]=[C:82]([CH:97]=[CH:98][CH:99]=3)[CH2:83][O:84][C:85]([NH:87][CH2:88][CH2:89][C:90]([O:92][C:93]([CH3:96])([CH3:94])[CH3:95])=[O:91])=[O:86])[CH:76]=[CH:77][CH:78]=2)[CH2:73][CH2:72][CH2:71]1)=[O:69]. Given the reactants ClC1C=C(Cl)C(Cl)=CC=1OCCCC(N1[C:19]2[C:14](=[C:15](C3C=NN(CC(OCC)=O)C=3)[CH:16]=[CH:17][CH:18]=2)[CH2:13]CC1)=O.OCCCC(N1C2C(=C(C3C=NN(CC(OCC)=O)C=3)C=CC=2)CCC1)=O.[OH:64][CH2:65][CH2:66][CH2:67][C:68]([N:70]1[C:79]2[C:74](=[C:75]([C:80]3[CH:81]=[C:82]([CH:97]=[CH:98][CH:99]=3)[CH2:83][O:84][C:85]([NH:87][CH2:88][CH2:89][C:90]([O:92][C:93]([CH3:96])([CH3:95])[CH3:94])=[O:91])=[O:86])[CH:76]=[CH:77][CH:78]=2)[CH2:73][CH2:72][CH2:71]1)=[O:69].ClC1C=C(Cl)C(Cl)=CC=1O.C1(C)C(O)=CC=CC=1, predict the reaction product. (3) The product is: [C:1]([Si:5]([CH3:42])([CH3:41])[O:6][CH:7]([C:17]1[C:18]([CH3:40])=[N:19][O:20][C:21]=1[C:22]1[CH:27]=[CH:26][C:25]([C:28]2[CH:29]=[CH:30][C:31]([C:34]3([C:37]([NH:53][S:50]([C:47]4[CH:48]=[CH:49][C:44]([CH3:43])=[CH:45][CH:46]=4)(=[O:51])=[O:52])=[O:39])[CH2:36][CH2:35]3)=[CH:32][CH:33]=2)=[CH:24][CH:23]=1)[CH2:8][CH2:9][CH2:10][C:11]1[CH:16]=[CH:15][CH:14]=[CH:13][CH:12]=1)([CH3:4])([CH3:3])[CH3:2]. Given the reactants [C:1]([Si:5]([CH3:42])([CH3:41])[O:6][CH:7]([C:17]1[C:18]([CH3:40])=[N:19][O:20][C:21]=1[C:22]1[CH:27]=[CH:26][C:25]([C:28]2[CH:33]=[CH:32][C:31]([C:34]3([C:37]([OH:39])=O)[CH2:36][CH2:35]3)=[CH:30][CH:29]=2)=[CH:24][CH:23]=1)[CH2:8][CH2:9][CH2:10][C:11]1[CH:16]=[CH:15][CH:14]=[CH:13][CH:12]=1)([CH3:4])([CH3:3])[CH3:2].[CH3:43][C:44]1[CH:45]=[CH:46][C:47]([S:50]([NH2:53])(=[O:52])=[O:51])=[CH:48][CH:49]=1, predict the reaction product. (4) Given the reactants [CH3:1][N:2]1[CH2:11][CH2:10][C:9]2[C:4](=[C:5]([N+:12]([O-:14])=[O:13])[CH:6]=[CH:7][CH:8]=2)[C:3]1=N.O.[O-2].[O-2].[O-2].[O:20]=[Si]=O.O=[Si]=O.O=[Si]=O.O=[Si]=O.[Al+3].[Al+3], predict the reaction product. The product is: [CH3:1][N:2]1[CH2:11][CH2:10][C:9]2[C:4](=[C:5]([N+:12]([O-:14])=[O:13])[CH:6]=[CH:7][CH:8]=2)[C:3]1=[O:20]. (5) The product is: [CH3:1][CH:2]1[C:13]2[C:14]3[C:6](=[CH:7][N:8]([S:23]([C:26]4[CH:31]=[CH:30][CH:29]=[CH:28][CH:27]=4)(=[O:25])=[O:24])[C:9]=3[CH:10]=[CH:11][CH:12]=2)[CH2:5][CH2:4][NH:3]1. Given the reactants [CH3:1][CH:2]1[C:13]2[C:14]3[C:6](=[CH:7][N:8]([S:23]([C:26]4[CH:31]=[CH:30][CH:29]=[CH:28][CH:27]=4)(=[O:25])=[O:24])[C:9]=3[CH:10]=[CH:11][C:12]=2OS(C(F)(F)F)(=O)=O)[CH2:5][CH2:4][N:3]1C(OC(C)(C)C)=O.N#N.C([O-])=O.[NH4+], predict the reaction product. (6) Given the reactants Br[C:2]1[C:7]2[N:8]=[CH:9][S:10][C:6]=2[CH:5]=[CH:4][C:3]=1[NH2:11].[C:12]([Cu])#[N:13], predict the reaction product. The product is: [NH2:11][C:3]1[C:2]([C:12]#[N:13])=[C:7]2[N:8]=[CH:9][S:10][C:6]2=[CH:5][CH:4]=1. (7) Given the reactants [NH:1]1[C:5]2=[N:6][CH:7]=[CH:8][CH:9]=[C:4]2[C:3]([C:10]([NH:12][NH2:13])=[O:11])=[CH:2]1.[C:14]1([N:20]=[C:21]=[S:22])[CH:19]=[CH:18][CH:17]=[CH:16][CH:15]=1, predict the reaction product. The product is: [NH:1]1[C:5]2=[N:6][CH:7]=[CH:8][CH:9]=[C:4]2[C:3]([C:10]([NH:12][NH:13][C:21]([NH:20][C:14]2[CH:19]=[CH:18][CH:17]=[CH:16][CH:15]=2)=[S:22])=[O:11])=[CH:2]1.